The task is: Predict which catalyst facilitates the given reaction.. This data is from Catalyst prediction with 721,799 reactions and 888 catalyst types from USPTO. (1) Reactant: [C:1]([O:5][C:6](=[O:24])[CH2:7][CH2:8][O:9][CH2:10][CH2:11][O:12][CH2:13][CH2:14][O:15][CH2:16][CH2:17][O:18][CH2:19][CH2:20][N:21]=[N+]=[N-])([CH3:4])([CH3:3])[CH3:2]. Product: [C:1]([O:5][C:6](=[O:24])[CH2:7][CH2:8][O:9][CH2:10][CH2:11][O:12][CH2:13][CH2:14][O:15][CH2:16][CH2:17][O:18][CH2:19][CH2:20][NH2:21])([CH3:2])([CH3:4])[CH3:3]. The catalyst class is: 29. (2) Reactant: [CH3:1][O:2][C:3](=[O:17])[C:4]1[C:9]([O:10][CH3:11])=[CH:8][CH:7]=[C:6]([N+:12]([O-])=O)[C:5]=1[O:15][CH3:16]. Product: [CH3:1][O:2][C:3](=[O:17])[C:4]1[C:9]([O:10][CH3:11])=[CH:8][CH:7]=[C:6]([NH2:12])[C:5]=1[O:15][CH3:16]. The catalyst class is: 541. (3) Reactant: C[O:2][C:3](=[O:23])[CH2:4][CH2:5][N:6]1[C:11]2[CH:12]=[C:13]([CH3:17])[CH:14]=[C:15]([CH3:16])[C:10]=2[O:9][CH:8]([CH2:18][CH2:19][CH2:20][CH3:21])[C:7]1=[O:22].[OH-].[Na+]. Product: [CH2:18]([CH:8]1[C:7](=[O:22])[N:6]([CH2:5][CH2:4][C:3]([OH:23])=[O:2])[C:11]2[CH:12]=[C:13]([CH3:17])[CH:14]=[C:15]([CH3:16])[C:10]=2[O:9]1)[CH2:19][CH2:20][CH3:21]. The catalyst class is: 5.